Dataset: Peptide-MHC class I binding affinity with 185,985 pairs from IEDB/IMGT. Task: Regression. Given a peptide amino acid sequence and an MHC pseudo amino acid sequence, predict their binding affinity value. This is MHC class I binding data. (1) The peptide sequence is AYYWNQNGF. The MHC is HLA-A02:01 with pseudo-sequence HLA-A02:01. The binding affinity (normalized) is 0.0847. (2) The peptide sequence is TIESAKTKI. The MHC is HLA-A02:02 with pseudo-sequence HLA-A02:02. The binding affinity (normalized) is 0.104.